Dataset: Full USPTO retrosynthesis dataset with 1.9M reactions from patents (1976-2016). Task: Predict the reactants needed to synthesize the given product. (1) Given the product [F:1][C:4]1[C:13]([N+:14]([O-:16])=[O:15])=[CH:12][CH:11]=[CH:10][C:5]=1[C:6]([O:8][CH3:9])=[O:7], predict the reactants needed to synthesize it. The reactants are: [F-:1].[Cs+].Cl[C:4]1[C:13]([N+:14]([O-:16])=[O:15])=[CH:12][CH:11]=[CH:10][C:5]=1[C:6]([O:8][CH3:9])=[O:7]. (2) Given the product [Cl:1][C:2]1[CH:19]=[CH:18][C:17]([C:20]([F:23])([F:22])[F:21])=[CH:16][C:3]=1[CH2:4][N:5]1[CH2:10][CH2:9][NH:8][C:7]2[N:11]=[CH:12][C:13]([C:34]3[CH:33]=[N:32][C:31]([N:28]4[CH2:27][CH2:26][N:25]([CH3:24])[CH2:30][CH2:29]4)=[CH:36][CH:35]=3)=[CH:14][C:6]1=2, predict the reactants needed to synthesize it. The reactants are: [Cl:1][C:2]1[CH:19]=[CH:18][C:17]([C:20]([F:23])([F:22])[F:21])=[CH:16][C:3]=1[CH2:4][N:5]1[CH2:10][CH2:9][NH:8][C:7]2[N:11]=[CH:12][C:13](I)=[CH:14][C:6]1=2.[CH3:24][N:25]1[CH2:30][CH2:29][N:28]([C:31]2[CH:36]=[CH:35][C:34](B3OC(C)(C)C(C)(C)O3)=[CH:33][N:32]=2)[CH2:27][CH2:26]1.